Dataset: Catalyst prediction with 721,799 reactions and 888 catalyst types from USPTO. Task: Predict which catalyst facilitates the given reaction. (1) Reactant: [CH2:1]([O:3][C:4](=[O:14])[CH2:5][NH:6][CH2:7][CH2:8][C:9]([O:11][CH2:12][CH3:13])=[O:10])[CH3:2].[C:15](Cl)(=[O:20])[CH2:16][CH2:17][CH:18]=[CH2:19].CCN(CC)CC. The catalyst class is: 2. Product: [CH2:1]([O:3][C:4](=[O:14])[CH2:5][N:6]([C:15](=[O:20])[CH2:16][CH2:17][CH:18]=[CH2:19])[CH2:7][CH2:8][C:9]([O:11][CH2:12][CH3:13])=[O:10])[CH3:2]. (2) Reactant: [CH3:1][O:2][C:3](=[O:17])[CH:4]([NH:12][CH2:13][CH2:14][CH2:15][Cl:16])[C:5]1[CH:10]=[CH:9][C:8]([F:11])=[CH:7][CH:6]=1.[O:18](C(OC(C)(C)C)=O)[C:19]([O:21][C:22]([CH3:25])([CH3:24])[CH3:23])=O.C(N(CC)CC)C. Product: [CH3:1][O:2][C:3](=[O:17])[CH:4]([N:12]([C:19]([O:21][C:22]([CH3:25])([CH3:24])[CH3:23])=[O:18])[CH2:13][CH2:14][CH2:15][Cl:16])[C:5]1[CH:6]=[CH:7][C:8]([F:11])=[CH:9][CH:10]=1. The catalyst class is: 173. (3) Reactant: [Br:1][C:2]1[CH:3]=[C:4]2[C:9](=[CH:10][CH:11]=1)[CH:8]=[N:7][C:6]([NH2:12])=[CH:5]2.[CH3:13]OC(OC)N(C)C.C(O[BH-](OC(=O)C)OC(=O)C)(=O)C.[Na+]. Product: [Br:1][C:2]1[CH:3]=[C:4]2[C:9](=[CH:10][CH:11]=1)[CH:8]=[N:7][C:6]([NH:12][CH3:13])=[CH:5]2. The catalyst class is: 9. (4) Reactant: [Mg].Br[CH:3]1[CH2:6][CH2:5][CH2:4]1.BrCCBr.Br[C:12]1[C:20]2[C:15](=[N:16][CH:17]=[CH:18][CH:19]=2)[N:14]([S:21]([C:24]2[CH:29]=[CH:28][CH:27]=[CH:26][CH:25]=2)(=[O:23])=[O:22])[CH:13]=1. Product: [CH:3]1([C:12]2[C:20]3[C:15](=[N:16][CH:17]=[CH:18][CH:19]=3)[N:14]([S:21]([C:24]3[CH:25]=[CH:26][CH:27]=[CH:28][CH:29]=3)(=[O:23])=[O:22])[CH:13]=2)[CH2:6][CH2:5][CH2:4]1. The catalyst class is: 116. (5) Reactant: Br[C:2]1[N:7]=[C:6]([C:8]#[N:9])[CH:5]=[CH:4][CH:3]=1.[N:10]1([C:16]2[C:17]3[C:24](B4OC(C)(C)C(C)(C)O4)=[CH:23][N:22]([CH2:34][O:35][CH2:36][CH2:37][Si:38]([CH3:41])([CH3:40])[CH3:39])[C:18]=3[N:19]=[CH:20][N:21]=2)[CH2:15][CH2:14][O:13][CH2:12][CH2:11]1.C(=O)([O-])[O-].[Na+].[Na+]. Product: [N:10]1([C:16]2[C:17]3[C:24]([C:2]4[N:7]=[C:6]([C:8]#[N:9])[CH:5]=[CH:4][CH:3]=4)=[CH:23][N:22]([CH2:34][O:35][CH2:36][CH2:37][Si:38]([CH3:41])([CH3:40])[CH3:39])[C:18]=3[N:19]=[CH:20][N:21]=2)[CH2:15][CH2:14][O:13][CH2:12][CH2:11]1. The catalyst class is: 70. (6) Reactant: [Cl:1][C:2]1[C:11]([CH2:12][N:13]2[C:21]3[C:16](=[CH:17][CH:18]=[CH:19][CH:20]=3)[C:15]([C:22]3[N:27]=[C:26]([NH:28][C:29]4[CH:34]=[CH:33][N:32]=[CH:31][CH:30]=4)[C:25]([O:35][CH3:36])=[CH:24][N:23]=3)=[N:14]2)=[C:10]([Cl:37])[CH:9]=[CH:8][C:3]=1[C:4](OC)=[O:5].[H-].[Al+3].[Li+].[H-].[H-].[H-]. Product: [Cl:1][C:2]1[C:11]([CH2:12][N:13]2[C:21]3[C:16](=[CH:17][CH:18]=[CH:19][CH:20]=3)[C:15]([C:22]3[N:27]=[C:26]([NH:28][C:29]4[CH:34]=[CH:33][N:32]=[CH:31][CH:30]=4)[C:25]([O:35][CH3:36])=[CH:24][N:23]=3)=[N:14]2)=[C:10]([Cl:37])[CH:9]=[CH:8][C:3]=1[CH2:4][OH:5]. The catalyst class is: 7.